This data is from Catalyst prediction with 721,799 reactions and 888 catalyst types from USPTO. The task is: Predict which catalyst facilitates the given reaction. (1) Reactant: I[C:2]1[CH:20]=[CH:19][C:5]([O:6][C:7]2[CH:14]=[CH:13][C:10]([C:11]#[N:12])=[C:9]([C:15]([F:18])([F:17])[F:16])[CH:8]=2)=[CH:4][CH:3]=1.[BH:21]([OH:23])[OH:22].O[C:25]([C:28](O)([CH3:30])[CH3:29])([CH3:27])[CH3:26].OC(C(O)(C)C)(C)C.CC([O-])=O.[K+]. Product: [CH3:26][C:25]1([CH3:27])[C:28]([CH3:30])([CH3:29])[O:23][B:21]([C:2]2[CH:20]=[CH:19][C:5]([O:6][C:7]3[CH:14]=[CH:13][C:10]([C:11]#[N:12])=[C:9]([C:15]([F:18])([F:17])[F:16])[CH:8]=3)=[CH:4][CH:3]=2)[O:22]1. The catalyst class is: 38. (2) Reactant: [O:1]1[C:6]2[CH:7]=[CH:8][CH:9]=[C:10]([NH2:11])[C:5]=2[O:4][CH2:3][CH2:2]1.C([N:20]=[C:21]=[S:22])(=O)C1C=CC=CC=1.O. Product: [O:1]1[C:6]2[CH:7]=[CH:8][CH:9]=[C:10]([NH:11][C:21]([NH2:20])=[S:22])[C:5]=2[O:4][CH2:3][CH2:2]1. The catalyst class is: 21.